Dataset: Forward reaction prediction with 1.9M reactions from USPTO patents (1976-2016). Task: Predict the product of the given reaction. (1) Given the reactants [C:1]1([C:7]([C:12]2[CH:17]=[CH:16][CH:15]=[CH:14][CH:13]=2)([CH3:11])[C:8]([OH:10])=O)[CH:6]=[CH:5][CH:4]=[CH:3][CH:2]=1.[CH:18]12[CH:25]([NH2:26])[CH:22]([CH2:23][CH2:24]1)[CH2:21][NH:20][CH2:19]2.CN1CCOCC1.ON1[C:39]2[CH:40]=[CH:41][CH:42]=[CH:43][C:38]=2N=N1.Cl.CN(C)CCCN=C=NCC, predict the reaction product. The product is: [CH2:19]([N:20]1[CH2:21][CH:22]2[CH:25]([NH:26][C:8](=[O:10])[C:7]([C:1]3[CH:2]=[CH:3][CH:4]=[CH:5][CH:6]=3)([C:12]3[CH:17]=[CH:16][CH:15]=[CH:14][CH:13]=3)[CH3:11])[CH:18]1[CH2:24][CH2:23]2)[C:38]1[CH:43]=[CH:42][CH:41]=[CH:40][CH:39]=1. (2) Given the reactants [CH2:1]([N:8]1[C:16]2[C:11](=[CH:12][C:13]([C:17]3[CH:22]=[CH:21][CH:20]=[C:19]([O:23][C:24]([F:27])([F:26])[F:25])[CH:18]=3)=[CH:14][CH:15]=2)[C:10]([C:28](=[O:34])[C:29]([O:31]CC)=[O:30])=[CH:9]1)[C:2]1[CH:7]=[CH:6][CH:5]=[CH:4][CH:3]=1.[OH-].[K+], predict the reaction product. The product is: [O:34]=[CH:28][C:29]([OH:31])=[O:30].[CH2:1]([N:8]1[C:16]2[C:11](=[CH:12][C:13]([C:17]3[CH:22]=[CH:21][CH:20]=[C:19]([O:23][C:24]([F:27])([F:25])[F:26])[CH:18]=3)=[CH:14][CH:15]=2)[C:10]([C:28](=[O:34])[C:29]([OH:31])=[O:30])=[CH:9]1)[C:2]1[CH:3]=[CH:4][CH:5]=[CH:6][CH:7]=1. (3) Given the reactants [Br:1][C:2]1[CH:17]=[CH:16][C:5]2[N:6]=[C:7](Cl)[C:8]3[C:13]([C:4]=2[CH:3]=1)=[C:12]([Cl:14])[N:11]=[CH:10][CH:9]=3.[NH2:18][C:19]1[C:24]([Cl:25])=[CH:23][C:22]([S:26]([NH:29][CH2:30][C:31]2[N:32]([CH3:36])[CH:33]=[CH:34][N:35]=2)(=[O:28])=[O:27])=[CH:21][C:20]=1[Cl:37].C[Si]([N-][Si](C)(C)C)(C)C.[Na+], predict the reaction product. The product is: [Br:1][C:2]1[CH:17]=[CH:16][C:5]2[N:6]=[C:7]([NH:18][C:19]3[C:24]([Cl:25])=[CH:23][C:22]([S:26]([NH:29][CH2:30][C:31]4[N:32]([CH3:36])[CH:33]=[CH:34][N:35]=4)(=[O:27])=[O:28])=[CH:21][C:20]=3[Cl:37])[C:8]3[C:13]([C:4]=2[CH:3]=1)=[C:12]([Cl:14])[N:11]=[CH:10][CH:9]=3. (4) Given the reactants [OH:1][C:2]1[CH:11]=[C:10]2[C:5]([C:6]([CH:14]([CH3:16])[CH3:15])=[CH:7][C:8]([CH3:13])([CH3:12])[O:9]2)=[CH:4][C:3]=1[C:17](=[O:19])[CH3:18].I[CH2:21][CH2:22][CH3:23], predict the reaction product. The product is: [CH:14]([C:6]1[C:5]2[C:10](=[CH:11][C:2]([O:1][CH2:21][CH2:22][CH3:23])=[C:3]([C:17](=[O:19])[CH3:18])[CH:4]=2)[O:9][C:8]([CH3:13])([CH3:12])[CH:7]=1)([CH3:15])[CH3:16]. (5) The product is: [CH3:1][N:2]([CH3:14])[C:3]([C:5]1[CH:10]=[CH:9][C:8]([C:16]2[CH:17]=[CH:18][C:19]([O:22][CH2:23][CH:24]3[CH2:25][CH2:26][N:27]([C:30]([O:32][CH:33]([CH3:35])[CH3:34])=[O:31])[CH2:28][CH2:29]3)=[CH:20][CH:21]=2)=[CH:7][CH:6]=1)=[O:4]. Given the reactants [CH3:1][N:2]([CH3:14])[C:3]([C:5]1[CH:10]=[CH:9][C:8](B(O)O)=[CH:7][CH:6]=1)=[O:4].Br[C:16]1[CH:21]=[CH:20][C:19]([O:22][CH2:23][CH:24]2[CH2:29][CH2:28][N:27]([C:30]([O:32][CH:33]([CH3:35])[CH3:34])=[O:31])[CH2:26][CH2:25]2)=[CH:18][CH:17]=1.C([O-])([O-])=O.[Na+].[Na+], predict the reaction product. (6) Given the reactants C(OC([N:8]1[CH2:12][C@@H:11]([N:13]([CH3:24])[S:14]([CH2:17][C:18]2[CH:23]=[CH:22][CH:21]=[CH:20][CH:19]=2)(=[O:16])=[O:15])[C@H:10]([CH2:25][N:26]([CH:43]([CH3:45])[CH3:44])[C:27](=[O:42])[C:28]2[CH:33]=[CH:32][C:31]([O:34][CH3:35])=[C:30]([O:36][CH2:37][CH2:38][CH2:39][O:40][CH3:41])[CH:29]=2)[CH2:9]1)=O)(C)(C)C.C(O)(C(F)(F)F)=O.C([O-])(O)=O.[Na+], predict the reaction product. The product is: [CH:43]([N:26]([CH2:25][C@H:10]1[C@H:11]([N:13]([CH3:24])[S:14]([CH2:17][C:18]2[CH:19]=[CH:20][CH:21]=[CH:22][CH:23]=2)(=[O:16])=[O:15])[CH2:12][NH:8][CH2:9]1)[C:27](=[O:42])[C:28]1[CH:33]=[CH:32][C:31]([O:34][CH3:35])=[C:30]([O:36][CH2:37][CH2:38][CH2:39][O:40][CH3:41])[CH:29]=1)([CH3:45])[CH3:44].